Task: Predict the reaction yield, written as a fraction of the theoretical maximum amount of product (1.0 means a 100% yield; for example, 0.34 means a 34% yield).. Dataset: Reaction yield outcomes from USPTO patents with 853,638 reactions (1) The reactants are [CH3:1][O:2][C:3](=[O:19])[CH:4]([C:9]1[CH:14]=[CH:13][C:12]([N+:15]([O-:17])=[O:16])=[C:11](Br)[CH:10]=1)[C:5]([O:7][CH3:8])=[O:6].[C:20]1(B(O)O)[CH2:25][CH2:24][CH2:23][CH2:22][CH:21]=1.[O-]P([O-])([O-])=O.[K+].[K+].[K+].CCOC(C)=O. The catalyst is CN(C=O)C.C1C=CC(P(C2C=CC=CC=2)[C-]2C=CC=C2)=CC=1.C1C=CC(P(C2C=CC=CC=2)[C-]2C=CC=C2)=CC=1.Cl[Pd]Cl.[Fe+2]. The product is [CH3:1][O:2][C:3](=[O:19])[CH:4]([C:9]1[CH:14]=[CH:13][C:12]([N+:15]([O-:17])=[O:16])=[C:11]([C:20]2[CH2:25][CH2:24][CH2:23][CH2:22][CH:21]=2)[CH:10]=1)[C:5]([O:7][CH3:8])=[O:6]. The yield is 0.700. (2) The reactants are P(Cl)(Cl)([Cl:3])=O.[F:6][C:7](=[C:17]([F:19])[F:18])[CH2:8][CH2:9][S:10][CH:11]1[NH:15][C:14](=O)[CH2:13][O:12]1.N1C=CC=CC=1. The catalyst is ClCCl. The product is [Cl:3][C:14]1[N:15]=[C:11]([S:10][CH2:9][CH2:8][C:7]([F:6])=[C:17]([F:19])[F:18])[O:12][CH:13]=1. The yield is 0.650. (3) The reactants are [CH3:1][C:2]1[C:3]([N+:13]([O-])=O)=[CH:4][C:5]([NH:9][C:10](=[O:12])[CH3:11])=[N+:6]([O-])[CH:7]=1.[H][H]. The catalyst is CO.[OH-].[OH-].[Pd+2]. The product is [NH2:13][C:3]1[C:2]([CH3:1])=[CH:7][N:6]=[C:5]([NH:9][C:10](=[O:12])[CH3:11])[CH:4]=1. The yield is 0.860. (4) The reactants are [Br:1][C:2]1[S:3][CH:4]=[CH:5][CH:6]=1.II.Br[C:10]1[S:11][C:12](Br)=[CH:13][CH:14]=1. The catalyst is C1COCC1.C1C=CC(P(C2C=CC=CC=2)[C-]2C=CC=C2)=CC=1.C1C=CC(P(C2C=CC=CC=2)[C-]2C=CC=C2)=CC=1.Cl[Pd]Cl.[Fe+2]. The product is [Br:1][C:2]1[S:3][C:4]([C:10]2[S:11][CH:12]=[CH:13][CH:14]=2)=[CH:5][CH:6]=1.[S:3]1[CH:4]=[CH:5][CH:6]=[C:2]1[C:10]1[S:11][C:12]([C:2]2[S:3][CH:4]=[CH:5][CH:6]=2)=[CH:13][CH:14]=1. The yield is 0.570. (5) The yield is 0.520. The product is [C:33]1([CH3:38])[C:32]([NH:31][C:8]2[O:9][C:10]([C:11]3[CH:16]=[CH:15][C:14]([N:17]4[CH2:22][CH2:21][N:20]([C:23]([O:25][C:26]([CH3:29])([CH3:28])[CH3:27])=[O:24])[CH2:19][CH2:18]4)=[CH:13][CH:12]=3)=[C:6]([C:4]([O:3][CH2:1][CH3:2])=[O:5])[N:7]=2)=[CH:37][CH:36]=[CH:35][CH:34]=1. The reactants are [CH2:1]([O:3][C:4]([C:6]1[N:7]=[C:8](I)[O:9][C:10]=1[C:11]1[CH:16]=[CH:15][C:14]([N:17]2[CH2:22][CH2:21][N:20]([C:23]([O:25][C:26]([CH3:29])([CH3:28])[CH3:27])=[O:24])[CH2:19][CH2:18]2)=[CH:13][CH:12]=1)=[O:5])[CH3:2].[NH2:31][C:32]1[C:33]([CH3:38])=[CH:34][CH:35]=[CH:36][CH:37]=1.C1(P(C2CCCCC2)C2C=CC=CC=2C2C(C(C)C)=CC(C(C)C)=CC=2C(C)C)CCCCC1.C(=O)([O-])[O-].[K+].[K+]. The catalyst is CN(C=O)C.C1C=CC(/C=C/C(/C=C/C2C=CC=CC=2)=O)=CC=1.C1C=CC(/C=C/C(/C=C/C2C=CC=CC=2)=O)=CC=1.C1C=CC(/C=C/C(/C=C/C2C=CC=CC=2)=O)=CC=1.[Pd].[Pd]. (6) The yield is 0.510. The catalyst is [Ti](Cl)(Cl)(Cl)Cl.C(Cl)Cl. The reactants are [Cl:1][C:2]1[CH:7]=[CH:6][C:5]([C:8]2[N:9]=[C:10]([N:27]3[CH:31]=[CH:30][N:29]=[C:28]3[CH3:32])[O:11][C:12]=2[CH2:13][CH2:14][CH2:15][O:16][C:17]2[CH:22]=[CH:21][CH:20]=[CH:19][C:18]=2[O:23]C(C)C)=[CH:4][CH:3]=1.C(=O)([O-])O.[Na+]. The product is [Cl:1][C:2]1[CH:3]=[CH:4][C:5]([C:8]2[N:9]=[C:10]([N:27]3[CH:31]=[CH:30][N:29]=[C:28]3[CH3:32])[O:11][C:12]=2[CH2:13][CH2:14][CH2:15][O:16][C:17]2[CH:22]=[CH:21][CH:20]=[CH:19][C:18]=2[OH:23])=[CH:6][CH:7]=1. (7) The reactants are [OH-].[Na+].C[O:4][C:5]([C:7]1([NH:13][C:14]([C:16]2[CH:21]=[CH:20][C:19]([CH2:22][N:23]3[CH2:28][CH2:27][O:26][CH2:25][CH2:24]3)=[CH:18][CH:17]=2)=O)[CH2:12][CH2:11][CH2:10][CH2:9][CH2:8]1)=[O:6].Cl.C(N(CC)CC)C.Cl.C(N=C=NCCCN(C)C)C. The catalyst is O1CCCC1.C(Cl)Cl. The product is [N:23]1([CH2:22][C:19]2[CH:18]=[CH:17][C:16]([C:14]3[O:4][C:5](=[O:6])[C:7]4([CH2:8][CH2:9][CH2:10][CH2:11][CH2:12]4)[N:13]=3)=[CH:21][CH:20]=2)[CH2:28][CH2:27][O:26][CH2:25][CH2:24]1. The yield is 0.600.